This data is from Full USPTO retrosynthesis dataset with 1.9M reactions from patents (1976-2016). The task is: Predict the reactants needed to synthesize the given product. (1) Given the product [NH2:28][C:2]1[C:3]2[C:10]([F:11])=[CH:9][N:8]([C@H:12]3[C@H:19]([OH:18])[C@H:15]([OH:16])[C@H:14]([C:22]4[CH:23]=[CH:24][CH:25]=[CH:26][CH:27]=4)[O:13]3)[C:4]=2[N:5]=[CH:6][N:7]=1, predict the reactants needed to synthesize it. The reactants are: Cl[C:2]1[C:3]2[C:10]([F:11])=[CH:9][N:8]([C@H:12]3[C@H:19]4[C@H:15]([O:16]C(C)(C)[O:18]4)[C@H:14]([C:22]4[CH:27]=[CH:26][CH:25]=[CH:24][CH:23]=4)[O:13]3)[C:4]=2[N:5]=[CH:6][N:7]=1.[NH4+:28].[OH-]. (2) Given the product [NH2:22][C:19]1[CH:20]=[CH:21][C:16]([N:12]2[CH2:13][CH2:14][CH2:15][CH:10]([N:2]([CH3:1])[C:3](=[O:9])[O:4][C:5]([CH3:6])([CH3:7])[CH3:8])[CH2:11]2)=[N:17][CH:18]=1, predict the reactants needed to synthesize it. The reactants are: [CH3:1][N:2]([CH:10]1[CH2:15][CH2:14][CH2:13][N:12]([C:16]2[CH:21]=[CH:20][C:19]([N+:22]([O-])=O)=[CH:18][N:17]=2)[CH2:11]1)[C:3](=[O:9])[O:4][C:5]([CH3:8])([CH3:7])[CH3:6].[H][H]. (3) Given the product [OH:8][C:9]1[C:13]2([CH2:18][CH2:17][N:16]([O:19][CH3:20])[CH2:15][CH2:14]2)[N:12]([CH3:21])[C:11](=[O:22])[C:10]=1[C:23]1[C:28]([CH3:29])=[CH:27][C:26]([CH3:30])=[CH:25][C:24]=1[CH3:31], predict the reactants needed to synthesize it. The reactants are: C([O:8][C:9]1[C:13]2([CH2:18][CH2:17][N:16]([O:19][CH3:20])[CH2:15][CH2:14]2)[N:12]([CH3:21])[C:11](=[O:22])[C:10]=1[C:23]1[C:28]([CH3:29])=[CH:27][C:26]([CH3:30])=[CH:25][C:24]=1[CH3:31])C1C=CC=CC=1. (4) Given the product [Cl:1][C:2]1[N:7]=[C:6]([C:8]2[S:31][C:30]([NH:29][CH2:27][CH3:28])=[N:32][C:9]=2[C:11]2[CH:16]=[C:15]([O:17][CH3:18])[CH:14]=[CH:13][N:12]=2)[CH:5]=[CH:4][N:3]=1, predict the reactants needed to synthesize it. The reactants are: [Cl:1][C:2]1[N:7]=[C:6]([CH2:8][C:9]([C:11]2[CH:16]=[C:15]([O:17][CH3:18])[CH:14]=[CH:13][N:12]=2)=O)[CH:5]=[CH:4][N:3]=1.C1C(=O)N(Br)C(=O)C1.[CH2:27]([NH:29][C:30]([NH2:32])=[S:31])[CH3:28]. (5) Given the product [CH3:25][O:24][C:3]1[CH:4]=[C:5]2[C:10](=[CH:11][C:2]=1[O:1][CH2:33][CH2:34][CH2:35][OH:36])[N:9]=[CH:8][CH:7]=[C:6]2[O:12][C:13]1[C:14]([CH3:23])=[N:15][C:16]2[C:21]([CH:22]=1)=[CH:20][CH:19]=[CH:18][N:17]=2, predict the reactants needed to synthesize it. The reactants are: [OH:1][C:2]1[CH:11]=[C:10]2[C:5]([C:6]([O:12][C:13]3[C:14]([CH3:23])=[N:15][C:16]4[C:21]([CH:22]=3)=[CH:20][CH:19]=[CH:18][N:17]=4)=[CH:7][CH:8]=[N:9]2)=[CH:4][C:3]=1[O:24][CH3:25].C(=O)([O-])[O-].[K+].[K+].Br[CH2:33][CH2:34][CH2:35][OH:36]. (6) Given the product [CH3:1][C:2]1[CH:7]=[C:6]([B:8]2[O:9][C:10]([CH3:16])([CH3:15])[C:11]([CH3:13])([CH3:14])[O:12]2)[CH:5]=[C:4]([CH3:17])[C:3]=1[C:18]1[C:19](=[O:25])[CH:20]([CH2:28][C:26]#[CH:27])[CH2:21][C:22]=1[O:23][CH3:24], predict the reactants needed to synthesize it. The reactants are: [CH3:1][C:2]1[CH:7]=[C:6]([B:8]2[O:12][C:11]([CH3:14])([CH3:13])[C:10]([CH3:16])([CH3:15])[O:9]2)[CH:5]=[C:4]([CH3:17])[C:3]=1[C:18]1[C:19](=[O:25])[CH2:20][CH2:21][C:22]=1[O:23][CH3:24].[CH:26]([N-]C(C)C)([CH3:28])[CH3:27].[Li+].C(C1C=CC=CC=1)C.BrCC#C. (7) Given the product [CH3:12][C:13]1[CH:18]=[CH:17][CH:16]=[CH:15][C:14]=1[NH:19][C:20]1[S:21][CH:3]=[C:4]([C:6]2[CH:11]=[CH:10][N:9]=[CH:8][CH:7]=2)[N:22]=1, predict the reactants needed to synthesize it. The reactants are: Br.Br[CH2:3][C:4]([C:6]1[CH:11]=[CH:10][N:9]=[CH:8][CH:7]=1)=O.[CH3:12][C:13]1[CH:18]=[CH:17][CH:16]=[CH:15][C:14]=1[NH:19][C:20]([NH2:22])=[S:21].N.